This data is from Full USPTO retrosynthesis dataset with 1.9M reactions from patents (1976-2016). The task is: Predict the reactants needed to synthesize the given product. (1) Given the product [C:42]([O:46][C:47]([N:49]1[CH2:54][CH2:53][N:52]([C:31]([C:14]2[N:13]3[C:8]([CH:9]=[CH:10][CH:11]=[CH:12]3)=[C:7]([C:15]3[CH:16]=[CH:17][CH:18]=[CH:19][CH:20]=3)[C:6]=2[CH2:5][C:4]2[CH:21]=[CH:22][CH:23]=[C:2]([F:1])[C:3]=2[CH3:24])=[O:32])[CH2:51][C@@H:50]1[CH2:55][C:56]([O:58][CH3:59])=[O:57])=[O:48])([CH3:45])([CH3:44])[CH3:43], predict the reactants needed to synthesize it. The reactants are: [F:1][C:2]1[C:3]([CH3:24])=[C:4]([CH:21]=[CH:22][CH:23]=1)[CH2:5][C:6]1[C:7]([C:15]2[CH:20]=[CH:19][CH:18]=[CH:17][CH:16]=2)=[C:8]2[N:13]([CH:14]=1)[CH:12]=[CH:11][CH:10]=[CH:9]2.N1C=CC=CC=1.[C:31](Cl)(Cl)=[O:32].C1(C)C=CC=CC=1.[C:42]([O:46][C:47]([N:49]1[CH2:54][CH2:53][NH:52][CH2:51][C@@H:50]1[CH2:55][C:56]([O:58][CH3:59])=[O:57])=[O:48])([CH3:45])([CH3:44])[CH3:43].C(N(CC)CC)C. (2) Given the product [C:21]([O:24][CH2:25][C:26]([NH:1][C:2]1[CH:9]=[CH:8][C:5]([C:6]#[N:7])=[C:4]([C:10]([F:11])([F:12])[F:13])[CH:3]=1)=[O:27])(=[O:23])[CH3:22], predict the reactants needed to synthesize it. The reactants are: [NH2:1][C:2]1[CH:9]=[CH:8][C:5]([C:6]#[N:7])=[C:4]([C:10]([F:13])([F:12])[F:11])[CH:3]=1.C(N(CC)CC)C.[C:21]([O:24][CH2:25][C:26](Cl)=[O:27])(=[O:23])[CH3:22]. (3) Given the product [ClH:17].[CH3:27][C:25]([NH:28][C:29](=[O:31])[CH3:30])([C:22]1[CH:23]=[CH:24][C:19]([CH2:18][N:14]2[CH2:13][CH2:12][N:11]([C:5]3[CH:6]=[CH:7][C:8]([F:10])=[CH:9][C:4]=3[F:3])[CH2:16][CH2:15]2)=[CH:20][CH:21]=1)[CH3:26], predict the reactants needed to synthesize it. The reactants are: Cl.Cl.[F:3][C:4]1[CH:9]=[C:8]([F:10])[CH:7]=[CH:6][C:5]=1[N:11]1[CH2:16][CH2:15][NH:14][CH2:13][CH2:12]1.[Cl:17][CH2:18][C:19]1[CH:24]=[CH:23][C:22]([C:25]([NH:28][C:29](=[O:31])[CH3:30])([CH3:27])[CH3:26])=[CH:21][CH:20]=1. (4) Given the product [ClH:40].[ClH:42].[NH2:7][CH2:8][CH2:9][N:10]1[C:18]2[C:17]([NH:19][C:20]3[CH:25]=[CH:24][C:23]([O:26][C:27]4[CH:32]=[CH:31][CH:30]=[C:29]([O:33][C:34]([F:39])([F:38])[CH:35]([F:36])[F:37])[CH:28]=4)=[C:22]([Cl:40])[CH:21]=3)=[N:16][CH:15]=[N:14][C:13]=2[CH:12]=[CH:11]1, predict the reactants needed to synthesize it. The reactants are: C(OC(=O)[NH:7][CH2:8][CH2:9][N:10]1[C:18]2[C:17]([NH:19][C:20]3[CH:25]=[CH:24][C:23]([O:26][C:27]4[CH:32]=[CH:31][CH:30]=[C:29]([O:33][C:34]([F:39])([F:38])[CH:35]([F:37])[F:36])[CH:28]=4)=[C:22]([Cl:40])[CH:21]=3)=[N:16][CH:15]=[N:14][C:13]=2[CH:12]=[CH:11]1)(C)(C)C.[ClH:42]. (5) The reactants are: [F:1][C:2]([F:18])([F:17])[C:3]1[CH:4]=[CH:5][C:6]([C:9]2[CH:14]=[CH:13][N:12]=[C:11]([C:15]#[N:16])[CH:10]=2)=[N:7][CH:8]=1.[ClH:19]. Given the product [ClH:19].[F:18][C:2]([F:1])([F:17])[C:3]1[CH:4]=[CH:5][C:6]([C:9]2[CH:14]=[CH:13][N:12]=[C:11]([CH2:15][NH2:16])[CH:10]=2)=[N:7][CH:8]=1, predict the reactants needed to synthesize it. (6) Given the product [Cl:26][C:27]1[CH:32]=[C:31]([C:33]([F:35])([F:34])[F:36])[CH:30]=[CH:29][C:28]=1[S:37]([NH:1][C:2]1[CH:7]=[C:6]([CH3:8])[C:5]([S:25][C:22]2[CH:21]=[CH:20][C:19]([S:16]([N:10]3[CH2:11][CH2:12][CH2:13][CH2:14][CH2:15]3)(=[O:18])=[O:17])=[CH:24][CH:23]=2)=[CH:4][N:3]=1)(=[O:39])=[O:38], predict the reactants needed to synthesize it. The reactants are: [NH2:1][C:2]1[CH:7]=[C:6]([CH3:8])[C:5](Br)=[CH:4][N:3]=1.[N:10]1([S:16]([C:19]2[CH:24]=[CH:23][C:22]([SH:25])=[CH:21][CH:20]=2)(=[O:18])=[O:17])[CH2:15][CH2:14][CH2:13][CH2:12][CH2:11]1.[Cl:26][C:27]1[CH:32]=[C:31]([C:33]([F:36])([F:35])[F:34])[CH:30]=[CH:29][C:28]=1[S:37](Cl)(=[O:39])=[O:38]. (7) Given the product [F:25][C:26]1[CH:31]=[C:30]([C:2]2[CH:3]=[N:4][N:5]3[CH:10]=[CH:9][C:8]([N:11]4[C@@H:15]([C:16]5[CH:21]=[CH:20][CH:19]=[CH:18][C:17]=5[O:22][CH3:23])[CH2:14][O:13][C:12]4=[O:24])=[N:7][C:6]=23)[CH:29]=[CH:28][C:27]=1[C:41]1[N:45]=[CH:44][N:43]([CH2:46][O:47][CH2:48][CH2:49][Si:50]([CH3:53])([CH3:52])[CH3:51])[N:42]=1, predict the reactants needed to synthesize it. The reactants are: Br[C:2]1[CH:3]=[N:4][N:5]2[CH:10]=[CH:9][C:8]([N:11]3[C@@H:15]([C:16]4[CH:21]=[CH:20][CH:19]=[CH:18][C:17]=4[O:22][CH3:23])[CH2:14][O:13][C:12]3=[O:24])=[N:7][C:6]=12.[F:25][C:26]1[CH:31]=[C:30](B2OC(C)(C)C(C)(C)O2)[CH:29]=[CH:28][C:27]=1[C:41]1[N:45]=[CH:44][N:43]([CH2:46][O:47][CH2:48][CH2:49][Si:50]([CH3:53])([CH3:52])[CH3:51])[N:42]=1.C([O-])([O-])=O.[Na+].[Na+].C1(P(C2CCCCC2)C2C=CC=CC=2C2C(C(C)C)=CC(C(C)C)=CC=2C(C)C)CCCCC1.